This data is from NCI-60 drug combinations with 297,098 pairs across 59 cell lines. The task is: Regression. Given two drug SMILES strings and cell line genomic features, predict the synergy score measuring deviation from expected non-interaction effect. (1) Drug 1: C1CN1C2=NC(=NC(=N2)N3CC3)N4CC4. Drug 2: CC1CCCC2(C(O2)CC(NC(=O)CC(C(C(=O)C(C1O)C)(C)C)O)C(=CC3=CSC(=N3)C)C)C. Cell line: OVCAR-5. Synergy scores: CSS=57.4, Synergy_ZIP=-5.71, Synergy_Bliss=-6.89, Synergy_Loewe=-5.77, Synergy_HSA=-3.47. (2) Drug 1: COC1=NC(=NC2=C1N=CN2C3C(C(C(O3)CO)O)O)N. Drug 2: CC1=C2C(C(=O)C3(C(CC4C(C3C(C(C2(C)C)(CC1OC(=O)C(C(C5=CC=CC=C5)NC(=O)C6=CC=CC=C6)O)O)OC(=O)C7=CC=CC=C7)(CO4)OC(=O)C)O)C)OC(=O)C. Cell line: A498. Synergy scores: CSS=4.15, Synergy_ZIP=-5.56, Synergy_Bliss=-5.35, Synergy_Loewe=-30.6, Synergy_HSA=-7.68. (3) Drug 1: CC1=C2C(C(=O)C3(C(CC4C(C3C(C(C2(C)C)(CC1OC(=O)C(C(C5=CC=CC=C5)NC(=O)OC(C)(C)C)O)O)OC(=O)C6=CC=CC=C6)(CO4)OC(=O)C)OC)C)OC. Drug 2: CC=C1C(=O)NC(C(=O)OC2CC(=O)NC(C(=O)NC(CSSCCC=C2)C(=O)N1)C(C)C)C(C)C. Cell line: SNB-19. Synergy scores: CSS=67.0, Synergy_ZIP=-0.505, Synergy_Bliss=-0.426, Synergy_Loewe=-3.32, Synergy_HSA=3.73. (4) Drug 1: CCC(=C(C1=CC=CC=C1)C2=CC=C(C=C2)OCCN(C)C)C3=CC=CC=C3.C(C(=O)O)C(CC(=O)O)(C(=O)O)O. Drug 2: C1=CN(C=N1)CC(O)(P(=O)(O)O)P(=O)(O)O. Cell line: NCI-H522. Synergy scores: CSS=2.62, Synergy_ZIP=-1.48, Synergy_Bliss=-0.387, Synergy_Loewe=0.0282, Synergy_HSA=0.322. (5) Drug 1: C1=CC(=CC=C1CCCC(=O)O)N(CCCl)CCCl. Drug 2: C1C(C(OC1N2C=NC(=NC2=O)N)CO)O. Cell line: DU-145. Synergy scores: CSS=45.5, Synergy_ZIP=3.20, Synergy_Bliss=2.74, Synergy_Loewe=3.04, Synergy_HSA=3.73. (6) Drug 1: C1=NC2=C(N=C(N=C2N1C3C(C(C(O3)CO)O)F)Cl)N. Drug 2: CCC1(C2=C(COC1=O)C(=O)N3CC4=CC5=C(C=CC(=C5CN(C)C)O)N=C4C3=C2)O.Cl. Cell line: SF-295. Synergy scores: CSS=27.6, Synergy_ZIP=0.0732, Synergy_Bliss=1.84, Synergy_Loewe=-28.9, Synergy_HSA=-0.720. (7) Drug 1: CCC1(CC2CC(C3=C(CCN(C2)C1)C4=CC=CC=C4N3)(C5=C(C=C6C(=C5)C78CCN9C7C(C=CC9)(C(C(C8N6C=O)(C(=O)OC)O)OC(=O)C)CC)OC)C(=O)OC)O.OS(=O)(=O)O. Drug 2: CC1C(C(CC(O1)OC2CC(CC3=C2C(=C4C(=C3O)C(=O)C5=C(C4=O)C(=CC=C5)OC)O)(C(=O)CO)O)N)O.Cl. Cell line: NCI/ADR-RES. Synergy scores: CSS=6.14, Synergy_ZIP=-2.35, Synergy_Bliss=-2.84, Synergy_Loewe=-2.07, Synergy_HSA=-3.15. (8) Drug 1: CC1=C(C(CCC1)(C)C)C=CC(=CC=CC(=CC(=O)O)C)C. Drug 2: C1C(C(OC1N2C=NC3=C2NC=NCC3O)CO)O. Cell line: NCI-H226. Synergy scores: CSS=2.53, Synergy_ZIP=-0.939, Synergy_Bliss=-2.52, Synergy_Loewe=-0.948, Synergy_HSA=-1.23. (9) Drug 1: C1=NC2=C(N=C(N=C2N1C3C(C(C(O3)CO)O)F)Cl)N. Drug 2: CN(C(=O)NC(C=O)C(C(C(CO)O)O)O)N=O. Cell line: LOX IMVI. Synergy scores: CSS=4.95, Synergy_ZIP=-1.84, Synergy_Bliss=-0.568, Synergy_Loewe=-1.33, Synergy_HSA=-1.10.